This data is from Full USPTO retrosynthesis dataset with 1.9M reactions from patents (1976-2016). The task is: Predict the reactants needed to synthesize the given product. (1) The reactants are: [CH3:1][O:2][C:3](=[O:21])[C:4]1[CH:9]=[C:8]([Br:10])[C:7]([F:11])=[C:6]([F:12])[C:5]=1[NH:13][C:14]1[CH:19]=[CH:18][CH:17]=[CH:16][C:15]=1[Cl:20].C1C(=O)N([Cl:29])C(=O)C1.Cl. Given the product [CH3:1][O:2][C:3](=[O:21])[C:4]1[CH:9]=[C:8]([Br:10])[C:7]([F:11])=[C:6]([F:12])[C:5]=1[NH:13][C:14]1[CH:19]=[CH:18][C:17]([Cl:29])=[CH:16][C:15]=1[Cl:20], predict the reactants needed to synthesize it. (2) Given the product [F:10][C:7]1[CH:8]=[CH:9][C:4]([N+:1]([O-:3])=[O:2])=[C:5]([CH:6]=1)[O:11][CH2:32][C:33]1[CH:34]=[N:35][CH:36]=[CH:37][CH:38]=1, predict the reactants needed to synthesize it. The reactants are: [N+:1]([C:4]1[CH:9]=[CH:8][C:7]([F:10])=[CH:6][C:5]=1[OH:11])([O-:3])=[O:2].C1(P(C2C=CC=CC=2)C2C=CC=CC=2)C=CC=CC=1.O[CH2:32][C:33]1[CH:34]=[N:35][CH:36]=[CH:37][CH:38]=1.N(C(OC(C)C)=O)=NC(OC(C)C)=O. (3) Given the product [CH3:1][C:2]1[CH:7]=[C:6]([N:8]2[CH2:12][CH2:11][CH:10]([CH2:13][N:14]3[CH2:18][CH2:17][CH2:16][CH:15]3[CH3:19])[CH2:9]2)[CH:5]=[CH:4][C:3]=1[NH:20][C:30]([C:28]1[CH:27]=[CH:26][C:25]2[O:21][CH2:22][CH2:23][C:24]=2[CH:29]=1)=[O:31], predict the reactants needed to synthesize it. The reactants are: [CH3:1][C:2]1[CH:7]=[C:6]([N:8]2[CH2:12][CH2:11][CH:10]([CH2:13][N:14]3[CH2:18][CH2:17][CH2:16][CH:15]3[CH3:19])[CH2:9]2)[CH:5]=[CH:4][C:3]=1[NH2:20].[O:21]1[C:25]2[CH:26]=[CH:27][C:28]([C:30](O)=[O:31])=[CH:29][C:24]=2[CH2:23][CH2:22]1.